From a dataset of Forward reaction prediction with 1.9M reactions from USPTO patents (1976-2016). Predict the product of the given reaction. (1) Given the reactants [O:1]([C:8]1[CH:13]=[CH:12][C:11]([NH:14][C:15]2[C:24]3[C:19](=[CH:20][C:21](I)=[CH:22][CH:23]=3)[N:18]=[CH:17][CH:16]=2)=[CH:10][CH:9]=1)[C:2]1[CH:7]=[CH:6][CH:5]=[CH:4][CH:3]=1.C([Sn](CCCC)(CCCC)[C:31]1[O:32][C:33]([CH:36]2[O:40][CH2:39][CH2:38][O:37]2)=[CH:34][CH:35]=1)CCC, predict the reaction product. The product is: [O:1]([C:8]1[CH:13]=[CH:12][C:11]([NH:14][C:15]2[C:24]3[C:19](=[CH:20][C:21]([C:31]4[O:32][C:33]([CH:36]5[O:40][CH2:39][CH2:38][O:37]5)=[CH:34][CH:35]=4)=[CH:22][CH:23]=3)[N:18]=[CH:17][CH:16]=2)=[CH:10][CH:9]=1)[C:2]1[CH:7]=[CH:6][CH:5]=[CH:4][CH:3]=1. (2) Given the reactants [NH:1]1[C:9]2[C:4](=[CH:5][CH:6]=[CH:7][CH:8]=2)[C:3](/[CH:10]=[C:11]2\[O:12][C:13]3[C:20]([CH2:21][CH2:22][CH2:23][CH2:24][CH:25]4[CH2:30][CH2:29][N:28](C(OC(C)(C)C)=O)[CH2:27][CH2:26]4)=[C:19]([O:38][CH3:39])[CH:18]=[CH:17][C:14]=3[C:15]\2=[O:16])=[N:2]1.Cl, predict the reaction product. The product is: [NH:1]1[C:9]2[C:4](=[CH:5][CH:6]=[CH:7][CH:8]=2)[C:3](/[CH:10]=[C:11]2\[O:12][C:13]3[C:20]([CH2:21][CH2:22][CH2:23][CH2:24][CH:25]4[CH2:26][CH2:27][NH:28][CH2:29][CH2:30]4)=[C:19]([O:38][CH3:39])[CH:18]=[CH:17][C:14]=3[C:15]\2=[O:16])=[N:2]1. (3) Given the reactants Cl[C:2]1[N:7]=[C:6]([C:8]2[CH:9]=[CH:10][C:11]([O:16][CH:17]3[CH2:22][CH2:21][O:20][CH2:19][CH2:18]3)=[C:12]([CH:15]=2)[C:13]#[N:14])[CH:5]=[CH:4][N:3]=1.[NH2:23][C:24]1[CH:29]=[CH:28][C:27]([NH:30][C:31](=[O:37])[O:32][C:33]([CH3:36])([CH3:35])[CH3:34])=[CH:26][CH:25]=1, predict the reaction product. The product is: [C:13]([C:12]1[CH:15]=[C:8]([C:6]2[CH:5]=[CH:4][N:3]=[C:2]([NH:23][C:24]3[CH:25]=[CH:26][C:27]([NH:30][C:31](=[O:37])[O:32][C:33]([CH3:35])([CH3:34])[CH3:36])=[CH:28][CH:29]=3)[N:7]=2)[CH:9]=[CH:10][C:11]=1[O:16][CH:17]1[CH2:22][CH2:21][O:20][CH2:19][CH2:18]1)#[N:14].